Dataset: Reaction yield outcomes from USPTO patents with 853,638 reactions. Task: Predict the reaction yield, written as a fraction of the theoretical maximum amount of product (1.0 means a 100% yield; for example, 0.34 means a 34% yield). The reactants are [C:1]([C:3]1[C:8]([C:9]2[CH:14]=[CH:13][C:12]([S:15]([CH2:18][CH3:19])(=[O:17])=[O:16])=[CH:11][C:10]=2[O:20][CH3:21])=[CH:7][C:6](B(O)O)=[CH:5][CH:4]=1)#[N:2].Cl[C:26]1[C:27]2[N:34]=[CH:33][N:32]([CH2:35][CH3:36])[C:28]=2[N:29]=[N:30][CH:31]=1. No catalyst specified. The product is [CH2:35]([N:32]1[C:28]2[N:29]=[N:30][CH:31]=[C:26]([C:6]3[CH:7]=[C:8]([C:9]4[CH:14]=[CH:13][C:12]([S:15]([CH2:18][CH3:19])(=[O:17])=[O:16])=[CH:11][C:10]=4[O:20][CH3:21])[C:3]([C:1]#[N:2])=[CH:4][CH:5]=3)[C:27]=2[N:34]=[CH:33]1)[CH3:36]. The yield is 0.100.